Dataset: Full USPTO retrosynthesis dataset with 1.9M reactions from patents (1976-2016). Task: Predict the reactants needed to synthesize the given product. Given the product [Cl:1][C:2]1[N:3]=[CH:4][C:5]2[N:11]([CH3:21])[C:10](=[O:12])[C:9]([F:14])([F:13])[CH2:8][N:7]([CH:15]([CH3:16])[CH3:17])[C:6]=2[N:18]=1, predict the reactants needed to synthesize it. The reactants are: [Cl:1][C:2]1[N:3]=[CH:4][C:5]2[NH:11][C:10](=[O:12])[C:9]([F:14])([F:13])[CH2:8][N:7]([CH:15]([CH3:17])[CH3:16])[C:6]=2[N:18]=1.[H-].[Na+].[CH3:21]I.